Dataset: Catalyst prediction with 721,799 reactions and 888 catalyst types from USPTO. Task: Predict which catalyst facilitates the given reaction. (1) Reactant: C([SiH](CC)CC)C.[Br:8][C:9]1[C:17]2[S:16][C:15](=[CH:18][C:19]3[CH:24]=[CH:23][CH:22]=[C:21]([C:25]([F:28])([F:27])[F:26])[CH:20]=3)[C:14](=O)[C:13]=2[CH:12]=[CH:11][CH:10]=1.FC(F)(F)S(O)(=O)=O. Product: [Br:8][C:9]1[C:17]2[S:16][C:15]([CH2:18][C:19]3[CH:24]=[CH:23][CH:22]=[C:21]([C:25]([F:28])([F:26])[F:27])[CH:20]=3)=[CH:14][C:13]=2[CH:12]=[CH:11][CH:10]=1. The catalyst class is: 11. (2) Product: [CH3:19][O:2][C:1]([C:4]1[CH:13]=[CH:12][C:7]2[O:8][C:9]([CH3:11])=[CH:10][C:6]=2[CH:5]=1)=[O:3]. The catalyst class is: 5. Reactant: [C:1]([C:4]1[CH:13]=[CH:12][C:7]2[O:8][C:9]([CH3:11])=[CH:10][C:6]=2[CH:5]=1)([OH:3])=[O:2].S(=O)(=O)(O)O.[C:19](=O)([O-])O.[Na+].